This data is from Choline transporter screen with 302,306 compounds. The task is: Binary Classification. Given a drug SMILES string, predict its activity (active/inactive) in a high-throughput screening assay against a specified biological target. (1) The result is 0 (inactive). The compound is O=C(NCc1ccc(cc1)C)c1c(CCc2ccccc2)cccc1. (2) The drug is O1CCN(CC1)CCOC(=O)c1cc(ccc1)C. The result is 0 (inactive). (3) The drug is FC(F)(F)c1cc(OCc2onc(C(=O)N(Cc3oc(cc3)C)C)c2)ccc1. The result is 0 (inactive). (4) The molecule is FC(F)c1n2ncc(c2nc(c1)c1ccccc1)C(=O)n1c(ncc1)CC. The result is 0 (inactive).